The task is: Predict which catalyst facilitates the given reaction.. This data is from Catalyst prediction with 721,799 reactions and 888 catalyst types from USPTO. (1) Reactant: [N:1]([O-])=O.[Na+].[CH2:5]([S:7][C:8]1[CH:13]=[CH:12][C:11]([F:14])=[CH:10][C:9]=1[NH2:15])[CH3:6].[OH-].[Na+]. Product: [CH2:5]([S:7][C:8]1[CH:13]=[CH:12][C:11]([F:14])=[CH:10][C:9]=1[NH:15][NH2:1])[CH3:6]. The catalyst class is: 223. (2) Reactant: Cl.[C:2]([C:6]1[O:10][N:9]=[C:8]([NH:11][C:12](=[O:35])[NH:13][C:14]2[CH:19]=[CH:18][C:17]([NH:20][C:21](=[O:34])[C:22]3[CH:27]=[CH:26][C:25]([O:28][CH:29]4[CH2:33][CH2:32][NH:31][CH2:30]4)=[CH:24][N:23]=3)=[CH:16][CH:15]=2)[CH:7]=1)([CH3:5])([CH3:4])[CH3:3].Cl[CH2:37][C:38]([N:40]([CH3:42])[CH3:41])=[O:39]. Product: [C:2]([C:6]1[O:10][N:9]=[C:8]([NH:11][C:12](=[O:35])[NH:13][C:14]2[CH:19]=[CH:18][C:17]([NH:20][C:21](=[O:34])[C:22]3[CH:27]=[CH:26][C:25]([O:28][CH:29]4[CH2:33][CH2:32][N:31]([CH2:37][C:38]([N:40]([CH3:42])[CH3:41])=[O:39])[CH2:30]4)=[CH:24][N:23]=3)=[CH:16][CH:15]=2)[CH:7]=1)([CH3:5])([CH3:3])[CH3:4]. The catalyst class is: 23. (3) The catalyst class is: 237. Reactant: [CH3:1][NH:2][C@H:3]([CH2:5][CH:6]=[CH2:7])[CH3:4].[CH3:20][C:19]([O:18][C:16](O[C:16]([O:18][C:19]([CH3:22])([CH3:21])[CH3:20])=[O:17])=[O:17])([CH3:22])[CH3:21]. Product: [C:19]([O:18][C:16]([N:2]([CH3:1])[C@H:3]([CH2:5][CH:6]=[CH2:7])[CH3:4])=[O:17])([CH3:20])([CH3:21])[CH3:22]. (4) Reactant: C([O:3][C:4]([C:6]1[C:10]([CH3:11])=[C:9]([CH:12]=[O:13])[NH:8][C:7]=1[CH3:14])=[O:5])C.[OH-].[K+]. Product: [CH:12]([C:9]1[NH:8][C:7]([CH3:14])=[C:6]([C:4]([OH:5])=[O:3])[C:10]=1[CH3:11])=[O:13]. The catalyst class is: 5. (5) Reactant: [N:1]1[N:2]=[C:3]([C:10]2[CH:19]=[CH:18][C:17]3[C:12](=[C:13]([O:21][Si](C(C)(C)C)(C)C)[C:14]([Br:20])=[CH:15][CH:16]=3)[N:11]=2)[N:4]2[CH:9]=[CH:8][CH:7]=[CH:6][C:5]=12.C1COCC1.CCCC[N+](CCCC)(CCCC)CCCC.[F-]. Product: [N:1]1[N:2]=[C:3]([C:10]2[CH:19]=[CH:18][C:17]3[C:12](=[C:13]([OH:21])[C:14]([Br:20])=[CH:15][CH:16]=3)[N:11]=2)[N:4]2[CH:9]=[CH:8][CH:7]=[CH:6][C:5]=12. The catalyst class is: 25. (6) Reactant: [Br:1][C:2]1[CH:11]=[CH:10][C:5]([C:6]([O:8][CH3:9])=[O:7])=[CH:4][C:3]=1[OH:12].Br[CH2:14][CH2:15][N:16]1[C:24](=[O:25])[C:23]2[C:18](=[CH:19][CH:20]=[CH:21][CH:22]=2)[C:17]1=[O:26].[H-].[Na+]. Product: [CH3:9][O:8][C:6](=[O:7])[C:5]1[CH:10]=[CH:11][C:2]([Br:1])=[C:3]([O:12][CH2:14][CH2:15][N:16]2[C:17](=[O:26])[C:18]3[C:23](=[CH:22][CH:21]=[CH:20][CH:19]=3)[C:24]2=[O:25])[CH:4]=1. The catalyst class is: 31. (7) Reactant: [OH:1][CH2:2][C@@H:3]1[CH2:8][CH2:7][CH2:6][CH2:5][N:4]1[C:9]([C:11]1[CH:12]=[N:13][CH:14]=[CH:15][CH:16]=1)=[O:10].[OH:17][C:18]1[CH:25]=[CH:24][CH:23]=[C:22](O)[C:19]=1[CH:20]=[O:21].C1C=CC(P(C2C=CC=CC=2)C2C=CC=CC=2)=CC=1.CC(OC(/N=N/C(OC(C)C)=O)=O)C. Product: [OH:17][C:18]1[CH:25]=[CH:24][CH:23]=[C:22]([O:1][CH2:2][C@@H:3]2[CH2:8][CH2:7][CH2:6][CH2:5][N:4]2[C:9](=[O:10])[C:11]2[CH:16]=[CH:15][CH:14]=[N:13][CH:12]=2)[C:19]=1[CH:20]=[O:21]. The catalyst class is: 1. (8) Reactant: Br[C:2]1[CH:7]=[C:6]([C:8]([CH3:11])([CH3:10])[CH3:9])[C:5]([OH:12])=[C:4]([C:13]([CH3:16])([CH3:15])[CH3:14])[CH:3]=1.C(N(CC)CC)C.O1CCCC1.[CH3:29][Si:30]([C:33]#[CH:34])([CH3:32])[CH3:31]. Product: [C:8]([C:6]1[CH:7]=[C:2]([C:34]#[C:33][Si:30]([CH3:32])([CH3:31])[CH3:29])[CH:3]=[C:4]([C:13]([CH3:16])([CH3:15])[CH3:14])[C:5]=1[OH:12])([CH3:11])([CH3:10])[CH3:9]. The catalyst class is: 730.